This data is from Reaction yield outcomes from USPTO patents with 853,638 reactions. The task is: Predict the reaction yield, written as a fraction of the theoretical maximum amount of product (1.0 means a 100% yield; for example, 0.34 means a 34% yield). (1) The yield is 0.780. The product is [N:19]1[C:18]([CH2:20][NH:21][C:22](=[O:28])[O:23][C:24]([CH3:27])([CH3:26])[CH3:25])=[CH:17][N:16]=[C:15]2[NH:11][CH:12]=[CH:13][C:14]=12. The catalyst is O1CCOCC1.O. The reactants are S([N:11]1[C:15]2=[N:16][CH:17]=[C:18]([CH2:20][NH:21][C:22](=[O:28])[O:23][C:24]([CH3:27])([CH3:26])[CH3:25])[N:19]=[C:14]2[CH:13]=[CH:12]1)(C1C=CC(C)=CC=1)(=O)=O.[OH-].[Na+]. (2) The product is [F:24][C:19]([F:25])([O:18][C:15]1[CH:16]=[CH:17][C:12]([N:9]2[CH:10]=[N:11][C:7]([C:36]3[CH:41]=[CH:40][C:39]([NH:42][C:43](=[O:59])[O:44][C@H:45]4[C@H:50]([O:51][CH3:52])[C@H:49]([O:53][CH2:54][CH3:55])[C@@H:48]([O:56][CH3:57])[C@H:47]([CH3:58])[O:46]4)=[CH:38][CH:37]=3)=[N:8]2)=[CH:13][CH:14]=1)[C:20]([F:23])([F:22])[F:21]. The reactants are FC(F)(F)S(O[C:7]1[N:11]=[CH:10][N:9]([C:12]2[CH:17]=[CH:16][C:15]([O:18][C:19]([F:25])([F:24])[C:20]([F:23])([F:22])[F:21])=[CH:14][CH:13]=2)[N:8]=1)(=O)=O.CC1(C)C(C)(C)OB([C:36]2[CH:41]=[CH:40][C:39]([NH:42][C:43](=[O:59])[O:44][C@H:45]3[C@H:50]([O:51][CH3:52])[C@H:49]([O:53][CH2:54][CH3:55])[C@@H:48]([O:56][CH3:57])[C@H:47]([CH3:58])[O:46]3)=[CH:38][CH:37]=2)O1.C([O-])([O-])=O.[Na+].[Na+]. The yield is 0.150. The catalyst is COCCOC.CCOC(C)=O.C1C=CC([P]([Pd]([P](C2C=CC=CC=2)(C2C=CC=CC=2)C2C=CC=CC=2)([P](C2C=CC=CC=2)(C2C=CC=CC=2)C2C=CC=CC=2)[P](C2C=CC=CC=2)(C2C=CC=CC=2)C2C=CC=CC=2)(C2C=CC=CC=2)C2C=CC=CC=2)=CC=1. (3) The catalyst is C(O)C. The product is [CH3:5][C:4]([N+:1]([O-:3])=[O:2])([CH3:6])[CH2:9][CH2:8][C:7]([O:11][CH3:12])=[O:10]. The yield is 0.825. The reactants are [N+:1]([CH:4]([CH3:6])[CH3:5])([O-:3])=[O:2].[C:7]([O:11][CH3:12])(=[O:10])[CH:8]=[CH2:9].[F-].[K+]. (4) The reactants are [C:1]([O:5][C:6]([N:8]1[CH2:11][C:10]2([CH2:14][CH:13]([NH:15][C:16]3[C:21](Br)=[CH:20][N:19]=[C:18]([Cl:23])[N:17]=3)[CH2:12]2)[CH2:9]1)=[O:7])([CH3:4])([CH3:3])[CH3:2].[CH3:24][N:25]1[CH:29]=[C:28](B2OC(C)(C)C(C)(C)O2)[CH:27]=[N:26]1.C(=O)([O-])[O-].[K+].[K+]. The catalyst is O1CCOCC1.O.C1(C=CC=CC=1)[P](C1C=CC=CC=1)(C1C=CC=CC=1)[Pd][P](C1C=CC=CC=1)(C1C=CC=CC=1)C1C=CC=CC=1. The product is [C:1]([O:5][C:6]([N:8]1[CH2:11][C:10]2([CH2:14][CH:13]([NH:15][C:16]3[C:21]([C:28]4[CH:27]=[N:26][N:25]([CH3:24])[CH:29]=4)=[CH:20][N:19]=[C:18]([Cl:23])[N:17]=3)[CH2:12]2)[CH2:9]1)=[O:7])([CH3:4])([CH3:3])[CH3:2]. The yield is 0.950.